The task is: Predict the reactants needed to synthesize the given product.. This data is from Full USPTO retrosynthesis dataset with 1.9M reactions from patents (1976-2016). Given the product [CH2:1]([NH:5][C:6]([C:8]1[CH:24]=[CH:23][C:11]2[S:12][C:13]3[CH:21]=[C:20]([F:22])[CH:19]=[CH:18][C:14]=3[C:15]([C:30]3[S:31][C:27]([Cl:26])=[CH:28][CH:29]=3)=[N:16][C:10]=2[CH:9]=1)=[O:7])[CH2:2][CH2:3][CH3:4], predict the reactants needed to synthesize it. The reactants are: [CH2:1]([NH:5][C:6]([C:8]1[CH:24]=[CH:23][C:11]2[S:12][C:13]3[CH:21]=[C:20]([F:22])[CH:19]=[CH:18][C:14]=3[C:15](Cl)=[N:16][C:10]=2[CH:9]=1)=[O:7])[CH2:2][CH2:3][CH3:4].[Br-].[Cl:26][C:27]1[S:31][C:30]([Zn+])=[CH:29][CH:28]=1.